Dataset: Full USPTO retrosynthesis dataset with 1.9M reactions from patents (1976-2016). Task: Predict the reactants needed to synthesize the given product. (1) Given the product [N+:1]([C:4]1[N:9]=[CH:8][C:7]([CH2:10][C:11]([O:13][CH2:14][CH3:15])=[O:12])=[CH:6][CH:5]=1)([O-:3])=[O:2], predict the reactants needed to synthesize it. The reactants are: [N+:1]([C:4]1[N:9]=[CH:8][C:7]([CH:10](C(OCC)=O)[C:11]([O:13][C:14](C)(C)[CH3:15])=[O:12])=[CH:6][CH:5]=1)([O-:3])=[O:2].C(O)(C(F)(F)F)=O. (2) Given the product [NH2:1][C:2]1[CH:3]=[C:4]([Cl:10])[C:5]([C:8]#[N:9])=[N:6][C:7]=1[Br:16], predict the reactants needed to synthesize it. The reactants are: [NH2:1][C:2]1[CH:3]=[C:4]([Cl:10])[C:5]([C:8]#[N:9])=[N:6][CH:7]=1.CC([O-])=O.[Na+].[Br:16]Br. (3) Given the product [CH3:8][C:6]1[CH:7]=[C:2]([B:21]2[O:22][C:23]([CH3:25])([CH3:24])[C:19]([CH3:35])([CH3:18])[O:20]2)[CH:3]=[C:4]([CH3:17])[C:5]=1[C:9]1[C:10](=[O:16])[CH2:11][CH2:12][C:13]=1[O:14][CH3:15], predict the reactants needed to synthesize it. The reactants are: Br[C:2]1[CH:7]=[C:6]([CH3:8])[C:5]([C:9]2[C:10](=[O:16])[CH2:11][CH2:12][C:13]=2[O:14][CH3:15])=[C:4]([CH3:17])[CH:3]=1.[CH3:18][C:19]1([CH3:35])[C:23]([CH3:25])([CH3:24])[O:22][B:21]([B:21]2[O:22][C:23]([CH3:25])([CH3:24])[C:19]([CH3:35])([CH3:18])[O:20]2)[O:20]1.C([O-])(=O)C.[K+].C1(P(C2CCCCC2)C2C=CC=CC=2C2C(OC)=CC=CC=2OC)CCCCC1.